Predict the reactants needed to synthesize the given product. From a dataset of Full USPTO retrosynthesis dataset with 1.9M reactions from patents (1976-2016). (1) Given the product [CH3:1][O:2][C:3]1[CH:4]=[C:5]([S:26]([Cl:21])(=[O:29])=[O:27])[CH:6]=[C:7]([C:9]([F:12])([F:11])[F:10])[CH:8]=1, predict the reactants needed to synthesize it. The reactants are: [CH3:1][O:2][C:3]1[CH:4]=[C:5](N)[CH:6]=[C:7]([C:9]([F:12])([F:11])[F:10])[CH:8]=1.FC(F)(F)C(O)=O.[ClH:21].N([O-])=O.[Na+].[S:26](=[O:29])(O)[OH:27]. (2) Given the product [CH2:47]([O:46][C:44]1[CH:43]=[C:42]([O:49][CH:50]([CH3:51])[CH3:52])[C:41]([F:53])=[C:40]([CH:26]([NH:27][C:28]2[CH:29]=[CH:30][C:31]([C:34]3[N:38]=[C:37]([CH3:39])[O:36][N:35]=3)=[CH:32][CH:33]=2)[C:4]2[N:5]([C:7]([C:14]3[CH:15]=[CH:16][CH:17]=[CH:18][CH:19]=3)([C:20]3[CH:25]=[CH:24][CH:23]=[CH:22][CH:21]=3)[C:8]3[CH:13]=[CH:12][CH:11]=[CH:10][CH:9]=3)[CH:6]=[C:2]([C:57]3[CH:58]=[CH:59][CH:60]=[CH:61][C:56]=3[CH:54]=[O:55])[N:3]=2)[CH:45]=1)[CH3:48], predict the reactants needed to synthesize it. The reactants are: Br[C:2]1[N:3]=[C:4]([CH:26]([C:40]2[CH:45]=[C:44]([O:46][CH2:47][CH3:48])[CH:43]=[C:42]([O:49][CH:50]([CH3:52])[CH3:51])[C:41]=2[F:53])[NH:27][C:28]2[CH:33]=[CH:32][C:31]([C:34]3[N:38]=[C:37]([CH3:39])[O:36][N:35]=3)=[CH:30][CH:29]=2)[N:5]([C:7]([C:20]2[CH:25]=[CH:24][CH:23]=[CH:22][CH:21]=2)([C:14]2[CH:19]=[CH:18][CH:17]=[CH:16][CH:15]=2)[C:8]2[CH:13]=[CH:12][CH:11]=[CH:10][CH:9]=2)[CH:6]=1.[CH:54]([C:56]1[CH:61]=[CH:60][CH:59]=[CH:58][C:57]=1B(O)O)=[O:55].C([O-])([O-])=O.[Na+].[Na+].